From a dataset of NCI-60 drug combinations with 297,098 pairs across 59 cell lines. Regression. Given two drug SMILES strings and cell line genomic features, predict the synergy score measuring deviation from expected non-interaction effect. (1) Drug 1: CC1=C2C(C(=O)C3(C(CC4C(C3C(C(C2(C)C)(CC1OC(=O)C(C(C5=CC=CC=C5)NC(=O)OC(C)(C)C)O)O)OC(=O)C6=CC=CC=C6)(CO4)OC(=O)C)O)C)O. Drug 2: CC12CCC3C(C1CCC2OP(=O)(O)O)CCC4=C3C=CC(=C4)OC(=O)N(CCCl)CCCl.[Na+]. Cell line: IGROV1. Synergy scores: CSS=33.9, Synergy_ZIP=3.76, Synergy_Bliss=6.76, Synergy_Loewe=-3.39, Synergy_HSA=4.41. (2) Drug 1: C1=NC2=C(N1)C(=S)N=C(N2)N. Drug 2: CC1C(C(CC(O1)OC2CC(CC3=C2C(=C4C(=C3O)C(=O)C5=C(C4=O)C(=CC=C5)OC)O)(C(=O)CO)O)N)O.Cl. Cell line: MDA-MB-231. Synergy scores: CSS=41.1, Synergy_ZIP=-13.7, Synergy_Bliss=-11.1, Synergy_Loewe=-8.44, Synergy_HSA=-6.96.